This data is from Reaction yield outcomes from USPTO patents with 853,638 reactions. The task is: Predict the reaction yield, written as a fraction of the theoretical maximum amount of product (1.0 means a 100% yield; for example, 0.34 means a 34% yield). (1) The product is [Br:1][C:2]1[CH:3]=[C:4]2[C:9](=[CH:10][CH:11]=1)[CH:8]([NH2:17])[CH2:7][CH2:6][CH2:5]2. The yield is 0.850. The catalyst is CC(O)C. The reactants are [Br:1][C:2]1[CH:3]=[C:4]2[C:9](=[CH:10][CH:11]=1)[C:8](=O)[CH2:7][CH2:6][CH2:5]2.C([O-])(=O)C.[NH4+:17].O.[OH-].[Na+]. (2) The reactants are [CH3:1][C:2]1[NH:10][C:9]2[CH:8]=[CH:7][N:6]=[CH:5][C:4]=2[CH:3]=1.[Li]CCCC.C(O[K])(C)(C)C.[F:22][C:23]1[CH:24]=[CH:25][C:26]([O:38][CH3:39])=[C:27]([C:29]([CH3:37])([CH3:36])[CH2:30][C:31](=[O:35])[CH:32]([CH3:34])[CH3:33])[CH:28]=1. The catalyst is C1COCC1. The product is [F:22][C:23]1[CH:24]=[CH:25][C:26]([O:38][CH3:39])=[C:27]([C:29]([CH3:37])([CH3:36])[CH2:30][C:31]([CH2:1][C:2]2[NH:10][C:9]3[CH:8]=[CH:7][N:6]=[CH:5][C:4]=3[CH:3]=2)([OH:35])[CH:32]([CH3:33])[CH3:34])[CH:28]=1. The yield is 0.430.